Dataset: Forward reaction prediction with 1.9M reactions from USPTO patents (1976-2016). Task: Predict the product of the given reaction. (1) Given the reactants CS(O[C:6]1[CH:11]=[CH:10][C:9]([C:12]([CH3:15])([CH3:14])[CH3:13])=[CH:8][C:7]=1[C:16]([CH3:19])([CH3:18])[CH3:17])(=O)=O.C(O)=O.C(=O)([O-])[O-].[Li+].[Li+].CO, predict the reaction product. The product is: [C:12]([C:9]1[CH:10]=[CH:11][CH:6]=[C:7]([C:16]([CH3:19])([CH3:18])[CH3:17])[CH:8]=1)([CH3:15])([CH3:14])[CH3:13]. (2) Given the reactants Cl.Cl[CH2:3][CH2:4][NH:5][CH2:6][CH2:7]Cl.[F:9][C:10]1[CH:18]=[CH:17][C:13]([CH2:14][C:15]#[N:16])=[CH:12][CH:11]=1.[H-].[Na+], predict the reaction product. The product is: [F:9][C:10]1[CH:18]=[CH:17][C:13]([C:14]2([C:15]#[N:16])[CH2:7][CH2:6][NH:5][CH2:4][CH2:3]2)=[CH:12][CH:11]=1.